From a dataset of Reaction yield outcomes from USPTO patents with 853,638 reactions. Predict the reaction yield, written as a fraction of the theoretical maximum amount of product (1.0 means a 100% yield; for example, 0.34 means a 34% yield). (1) The reactants are [CH:1]([C:4]1[CH:9]=[CH:8][CH:7]=[CH:6][C:5]=1[OH:10])=[CH:2][CH3:3].C(=O)([O-])[O-].[K+].[K+].[CH3:17][C:18]([CH3:20])=[O:19].ClCC(=O)C. The catalyst is [I-].[K+].O. The product is [CH3:17][C:18]([CH2:20][O:10][C:5]1[CH:6]=[CH:7][CH:8]=[CH:9][C:4]=1[CH:1]=[CH:2][CH3:3])=[O:19]. The yield is 0.670. (2) The reactants are [Br:1][C:2]1[CH:3]=[C:4]2[C:9](=[CH:10][CH:11]=1)[N:8]=[N:7][CH:6]=[C:5]2Cl.[NH2:13][C:14]1[CH:19]=[CH:18][CH:17]=[CH:16][CH:15]=1. The catalyst is CO. The product is [Br:1][C:2]1[CH:3]=[C:4]2[C:9](=[CH:10][CH:11]=1)[N:8]=[N:7][CH:6]=[C:5]2[NH:13][C:14]1[CH:19]=[CH:18][CH:17]=[CH:16][CH:15]=1. The yield is 0.620. (3) The reactants are [Br:1][C:2]1[CH:3]=[C:4]([CH:8]([NH:16][CH3:17])[CH2:9][N:10]2[CH2:15][CH2:14][O:13][CH2:12][CH2:11]2)[CH:5]=[CH:6][CH:7]=1.[Cl:18][C:19]1[C:20]([Cl:33])=[CH:21][C:22]2[O:27][CH2:26][CH2:25][N:24]([CH2:28][C:29]([OH:31])=O)[C:23]=2[CH:32]=1.CN([P+]([O:44]N1N=NC2C=CC=CC1=2)(N(C)C)N(C)C)C.F[P-](F)(F)(F)(F)F.C(N(CC)CC)C. The catalyst is ClCCl.CN(C=O)C. The product is [Br:1][C:2]1[CH:3]=[C:4]([CH:8]([N:16]([CH3:17])[C:29](=[O:31])[CH2:28][N:24]2[C:23]3[CH:32]=[C:19]([Cl:18])[C:20]([Cl:33])=[CH:21][C:22]=3[O:27][CH2:26][C:25]2=[O:44])[CH2:9][N:10]2[CH2:15][CH2:14][O:13][CH2:12][CH2:11]2)[CH:5]=[CH:6][CH:7]=1. The yield is 0.560. (4) The reactants are [OH:1][CH2:2][CH2:3][N:4]([CH3:18])[S:5]([C:8]1[S:12][C:11]([NH:13]C(=O)C)=[N:10][C:9]=1[CH3:17])(=[O:7])=[O:6]. The catalyst is Cl. The product is [OH:1][CH2:2][CH2:3][N:4]([CH3:18])[S:5]([C:8]1[S:12][C:11]([NH2:13])=[N:10][C:9]=1[CH3:17])(=[O:6])=[O:7]. The yield is 0.670. (5) The reactants are Br[C:2]1[CH:3]=[CH:4][C:5](OCCCCCCC)=[C:6]([CH:38]=1)[C:7]([NH:9][C@@H:10]([CH2:14][C:15]1[CH:20]=[CH:19][C:18]([C:21]2[CH:26]=[CH:25][CH:24]=[CH:23][C:22]=2OC2C=CC(C(F)(F)F)=CC=2)=[CH:17][CH:16]=1)[C:11]([OH:13])=[O:12])=[O:8].[Cl:47][C:48]1[CH:49]=[C:50](B(O)O)[CH:51]=[CH:52][C:53]=1[F:54]. No catalyst specified. The product is [C:18]1([C:21]2[CH:22]=[CH:23][CH:24]=[CH:25][CH:26]=2)[CH:17]=[CH:16][C:15]([CH2:14][C@H:10]([NH:9][C:7]([C:6]2[CH:38]=[CH:2][C:3]([C:50]3[CH:51]=[CH:52][C:53]([F:54])=[C:48]([Cl:47])[CH:49]=3)=[CH:4][CH:5]=2)=[O:8])[C:11]([OH:13])=[O:12])=[CH:20][CH:19]=1. The yield is 0.800. (6) The reactants are [F:1][C:2]1(F)[C:7]([N:8]2[CH2:13][CH2:12][C:11]([F:16])([CH2:14][OH:15])[CH2:10][CH2:9]2)=[CH:6][CH:5]=[C:4]([N:17]2[CH2:21][C@H:20]([CH2:22][NH:23][C:24](=[O:26])[CH3:25])[O:19][C:18]2=[O:27])[CH2:3]1.[CH3:29][S:30](Cl)(=[O:32])=[O:31].C(N(CC)CC)C. The catalyst is ClCCl. The product is [F:16][C:11]1([CH2:14][O:15][S:30]([CH3:29])(=[O:32])=[O:31])[CH2:12][CH2:13][N:8]([C:7]2[CH:6]=[CH:5][C:4]([N:17]3[CH2:21][C@H:20]([CH2:22][NH:23][C:24](=[O:26])[CH3:25])[O:19][C:18]3=[O:27])=[CH:3][C:2]=2[F:1])[CH2:9][CH2:10]1. The yield is 0.750. (7) The reactants are [F:1][C:2]1[CH:7]=[CH:6][C:5]([C:8]2[C:16]3[C:11](=[CH:12][CH:13]=[C:14]([CH:17]([OH:25])[CH2:18][C:19]4[CH:24]=[CH:23][CH:22]=[CH:21][CH:20]=4)[CH:15]=3)[N:10]([CH:26]3[CH2:31][CH2:30][CH2:29][CH2:28][O:27]3)[N:9]=2)=[CH:4][CH:3]=1.[Cr](Cl)([O-])(=O)=O.[NH+]1C=CC=CC=1. The catalyst is ClCCl. The product is [F:1][C:2]1[CH:7]=[CH:6][C:5]([C:8]2[C:16]3[C:11](=[CH:12][CH:13]=[C:14]([C:17](=[O:25])[CH2:18][C:19]4[CH:24]=[CH:23][CH:22]=[CH:21][CH:20]=4)[CH:15]=3)[N:10]([CH:26]3[CH2:31][CH2:30][CH2:29][CH2:28][O:27]3)[N:9]=2)=[CH:4][CH:3]=1. The yield is 0.510.